Task: Predict the reactants needed to synthesize the given product.. Dataset: Full USPTO retrosynthesis dataset with 1.9M reactions from patents (1976-2016) Given the product [Cl:8][C:5]1[N:4]=[CH:3][C:2]([B:9]([OH:14])[OH:10])=[CH:7][N:6]=1, predict the reactants needed to synthesize it. The reactants are: Br[C:2]1[CH:3]=[N:4][C:5]([Cl:8])=[N:6][CH:7]=1.[B:9](OC(C)C)([O:14]C(C)C)[O:10]C(C)C.C([Li])CCC.Cl.